Dataset: Catalyst prediction with 721,799 reactions and 888 catalyst types from USPTO. Task: Predict which catalyst facilitates the given reaction. Reactant: [C:1]([C:3]1[CH:8]=[CH:7][C:6]([C:9]2[N:13]3[N:14]=[C:15]([C:18]4[CH:26]=[CH:25][C:21]([C:22]([OH:24])=O)=[CH:20][CH:19]=4)[CH:16]=[CH:17][C:12]3=[N:11][CH:10]=2)=[CH:5][CH:4]=1)#[N:2].CN(C(ON1N=NC2C=CC=NC1=2)=[N+](C)C)C.F[P-](F)(F)(F)(F)F.CN1CCOCC1.[CH3:58][N:59]1[CH2:64][CH2:63][N:62]([CH:65]2[CH2:70][CH2:69][NH:68][CH2:67][CH2:66]2)[CH2:61][CH2:60]1. Product: [CH3:58][N:59]1[CH2:64][CH2:63][N:62]([CH:65]2[CH2:70][CH2:69][N:68]([C:22]([C:21]3[CH:25]=[CH:26][C:18]([C:15]4[CH:16]=[CH:17][C:12]5[N:13]([C:9]([C:6]6[CH:7]=[CH:8][C:3]([C:1]#[N:2])=[CH:4][CH:5]=6)=[CH:10][N:11]=5)[N:14]=4)=[CH:19][CH:20]=3)=[O:24])[CH2:67][CH2:66]2)[CH2:61][CH2:60]1. The catalyst class is: 18.